From a dataset of Forward reaction prediction with 1.9M reactions from USPTO patents (1976-2016). Predict the product of the given reaction. The product is: [F:1][C:2]1[CH:16]=[CH:15][CH:14]=[CH:13][C:3]=1[C:4]([C:5]1[CH:10]=[CH:9][CH:8]=[CH:7][C:6]=1[F:11])=[O:12]. Given the reactants [F:1][C:2]1[CH:16]=[CH:15][CH:14]=[CH:13][C:3]=1[CH:4]([OH:12])[C:5]1[CH:10]=[CH:9][CH:8]=[CH:7][C:6]=1[F:11], predict the reaction product.